From a dataset of Forward reaction prediction with 1.9M reactions from USPTO patents (1976-2016). Predict the product of the given reaction. (1) Given the reactants Br[C:2]1[CH:3]=[CH:4][C:5]([CH3:19])=[C:6]([CH:18]=1)[CH2:7][C:8]1[CH:17]=[CH:16][C:11]2[O:12][CH2:13][CH2:14][O:15][C:10]=2[CH:9]=1.[Li][CH2:21]CCC.C[Si](C)(C)[O:27][C@@H:28]1[C@@H:33]([O:34][Si](C)(C)C)[C@H:32]([O:39][Si](C)(C)C)[C@@H:31]([CH2:44][O:45][Si](C)(C)C)[O:30][C:29]1=[O:50].S(O)(C)(=O)=O.C(=O)(O)[O-].[Na+], predict the reaction product. The product is: [O:12]1[CH2:13][CH2:14][O:15][C:10]2[CH:9]=[C:8]([CH2:7][C:6]3[CH:18]=[C:2]([C:29]4([O:50][CH3:21])[C@H:28]([OH:27])[C@@H:33]([OH:34])[C@H:32]([OH:39])[C@@H:31]([CH2:44][OH:45])[O:30]4)[CH:3]=[CH:4][C:5]=3[CH3:19])[CH:17]=[CH:16][C:11]1=2. (2) Given the reactants [CH3:1][O:2][C:3]1[CH:4]=[C:5]([C:13](=[O:15])[CH3:14])[CH:6]=[C:7]([O:11][CH3:12])[C:8]=1[O:9][CH3:10].[CH3:16][O:17][C:18]1[CH:19]=[C:20]([C:28]2[CH:32]=[C:31]([CH:33]=O)[NH:30][N:29]=2)[CH:21]=[C:22]([O:26][CH3:27])[C:23]=1[O:24][CH3:25].[OH-].[Na+], predict the reaction product. The product is: [CH3:12][O:11][C:7]1[CH:6]=[C:5]([C:13](=[O:15])/[CH:14]=[CH:33]/[C:31]2[NH:30][N:29]=[C:28]([C:20]3[CH:19]=[C:18]([O:17][CH3:16])[C:23]([O:24][CH3:25])=[C:22]([O:26][CH3:27])[CH:21]=3)[CH:32]=2)[CH:4]=[C:3]([O:2][CH3:1])[C:8]=1[O:9][CH3:10]. (3) Given the reactants [NH2:1][C:2]1[CH:7]=[CH:6][C:5]([C:8]2[CH:13]=[CH:12][CH:11]=[C:10]([NH:14][C:15]([C:17]3[NH:18][C:19]4[C:24]([CH:25]=3)=[CH:23][CH:22]=[C:21]([NH:26][S:27]([CH3:30])(=[O:29])=[O:28])[CH:20]=4)=[O:16])[CH:9]=2)=[C:4]([C:31]([F:34])([F:33])[F:32])[CH:3]=1.[C:35](O)(C(F)(F)F)=O.[BH4-].[Na+], predict the reaction product. The product is: [CH3:35][NH:1][C:2]1[CH:7]=[CH:6][C:5]([C:8]2[CH:13]=[CH:12][CH:11]=[C:10]([NH:14][C:15]([C:17]3[NH:18][C:19]4[C:24]([CH:25]=3)=[CH:23][CH:22]=[C:21]([NH:26][S:27]([CH3:30])(=[O:29])=[O:28])[CH:20]=4)=[O:16])[CH:9]=2)=[C:4]([C:31]([F:33])([F:34])[F:32])[CH:3]=1. (4) Given the reactants [I:1][C:2]1[C:3]2[S:9][C:8]([C:10]([OH:12])=O)=[CH:7][C:4]=2[NH:5][N:6]=1.C(N=C=NCCCN(C)C)C.O[N:25]1[C:29]2[CH:30]=[CH:31][CH:32]=[CH:33][C:28]=2[N:27]=N1.C(N(C(C)C)CC)(C)C.NCC1C=CC=CN=1, predict the reaction product. The product is: [N:27]1[CH:28]=[CH:33][CH:32]=[CH:31][C:30]=1[CH2:29][NH:25][C:10]([C:8]1[S:9][C:3]2[C:2]([I:1])=[N:6][NH:5][C:4]=2[CH:7]=1)=[O:12].